This data is from Catalyst prediction with 721,799 reactions and 888 catalyst types from USPTO. The task is: Predict which catalyst facilitates the given reaction. Product: [OH:15][C:6]1[CH:5]=[CH:4][C:3]([CH:2]=[O:1])=[N:8][C:7]=1[C:9]1[CH:14]=[CH:13][CH:12]=[CH:11][CH:10]=1. Reactant: [OH:1][CH2:2][C:3]1[N:8]=[C:7]([C:9]2[CH:14]=[CH:13][CH:12]=[CH:11][CH:10]=2)[C:6]([OH:15])=[CH:5][CH:4]=1. The catalyst class is: 58.